Dataset: CYP3A4 inhibition data for predicting drug metabolism from PubChem BioAssay. Task: Regression/Classification. Given a drug SMILES string, predict its absorption, distribution, metabolism, or excretion properties. Task type varies by dataset: regression for continuous measurements (e.g., permeability, clearance, half-life) or binary classification for categorical outcomes (e.g., BBB penetration, CYP inhibition). Dataset: cyp3a4_veith. (1) The compound is C=CCc1ccc([N+](C)(C)CCC(=O)CC[N+](C)(C)c2ccc(CC=C)cc2)cc1. The result is 0 (non-inhibitor). (2) The molecule is Cc1cccc(CNc2ncncc2-c2ccccc2C)c1. The result is 1 (inhibitor).